Dataset: Reaction yield outcomes from USPTO patents with 853,638 reactions. Task: Predict the reaction yield, written as a fraction of the theoretical maximum amount of product (1.0 means a 100% yield; for example, 0.34 means a 34% yield). (1) The reactants are [N:1]1[CH:6]=[CH:5][C:4]([CH:7]2[O:11][C:10](=[O:12])[NH:9][CH:8]2[CH2:13][C:14]2[CH:19]=[CH:18][C:17]([C:20]([F:23])([F:22])[F:21])=[CH:16][CH:15]=2)=[CH:3][CH:2]=1.[C:24](O[C:24]([O:26][C:27]([CH3:30])([CH3:29])[CH3:28])=[O:25])([O:26][C:27]([CH3:30])([CH3:29])[CH3:28])=[O:25].CN(C1C=CC=CN=1)C.O. The catalyst is C(#N)C. The product is [O:12]=[C:10]1[N:9]([C:24]([O:26][C:27]([CH3:30])([CH3:29])[CH3:28])=[O:25])[CH:8]([CH2:13][C:14]2[CH:19]=[CH:18][C:17]([C:20]([F:22])([F:23])[F:21])=[CH:16][CH:15]=2)[CH:7]([C:4]2[CH:5]=[CH:6][N:1]=[CH:2][CH:3]=2)[O:11]1. The yield is 0.870. (2) The reactants are [NH2:1][C:2]1[C:3](Cl)=[C:4]([NH:10][C@H:11]([C:13]2[N:17]([C:18]3[CH:23]=[CH:22][CH:21]=[CH:20][CH:19]=3)[C:16]3[CH:24]=[C:25]([F:28])[CH:26]=[CH:27][C:15]=3[N:14]=2)[CH3:12])[C:5](=[O:9])[N:6]([CH3:8])[N:7]=1. The catalyst is C(OCC)(=O)C.C(=O)([O-])O.[Na+].[Pd]. The product is [NH2:1][C:2]1[CH:3]=[C:4]([NH:10][C@H:11]([C:13]2[N:17]([C:18]3[CH:23]=[CH:22][CH:21]=[CH:20][CH:19]=3)[C:16]3[CH:24]=[C:25]([F:28])[CH:26]=[CH:27][C:15]=3[N:14]=2)[CH3:12])[C:5](=[O:9])[N:6]([CH3:8])[N:7]=1. The yield is 0.640. (3) The reactants are C([O:3][C:4](=[O:36])[C:5]1[CH:10]=[CH:9][CH:8]=[C:7]([N:11]2[C:15]([CH3:16])=[CH:14][CH:13]=[C:12]2[C:17]2[CH:22]=[C:21]([S:23]([CH3:26])(=[O:25])=[O:24])[CH:20]=[CH:19][C:18]=2[O:27][CH2:28][C:29]2[CH:34]=[CH:33][C:32]([F:35])=[CH:31][CH:30]=2)[CH:6]=1)C.C(O)C. The catalyst is C(OCC)(=O)C. The product is [CH3:26][S:23]([C:21]1[CH:20]=[CH:19][C:18]([O:27][CH2:28][C:29]2[CH:30]=[CH:31][C:32]([F:35])=[CH:33][CH:34]=2)=[C:17]([C:12]2[N:11]([C:7]3[CH:6]=[C:5]([CH:10]=[CH:9][CH:8]=3)[C:4]([OH:36])=[O:3])[C:15]([CH3:16])=[CH:14][CH:13]=2)[CH:22]=1)(=[O:24])=[O:25]. The yield is 0.920. (4) The product is [NH2:30][CH2:29][C:27]1[N:26]=[C:25]([C:41]2[CH:46]=[CH:45][C:44]([CH3:47])=[CH:43][CH:42]=2)[N:24]([C@@H:20]([C:9]2[O:10][C:11]3[C:16]([C:17](=[O:18])[C:8]=2[CH2:1][C:2]2[CH:7]=[CH:6][CH:5]=[CH:4][CH:3]=2)=[CH:15][CH:14]=[C:13]([Cl:19])[CH:12]=3)[CH:21]([CH3:23])[CH3:22])[CH:28]=1. The catalyst is CCO. The reactants are [CH2:1]([CH:8]1[C:17](=[O:18])[C:16]2[C:11](=[CH:12][C:13]([Cl:19])=[CH:14][CH:15]=2)[O:10][CH:9]1[C@H:20]([N:24]1[CH:28]=[C:27]([CH2:29][N:30]2C(=O)C3=CC=CC=C3C2=O)[N:26]=[C:25]1[C:41]1[CH:46]=[CH:45][C:44]([CH3:47])=[CH:43][CH:42]=1)[CH:21]([CH3:23])[CH3:22])[C:2]1[CH:7]=[CH:6][CH:5]=[CH:4][CH:3]=1.O.NN. The yield is 0.910. (5) The reactants are [O:1]=[C:2]([CH2:10][CH2:11][CH2:12][CH2:13][CH3:14])[CH2:3]P(=O)(OC)OC.O.[OH-].[Li+].[C:18]([O:21][C@@H:22]1[C@H:26]([CH2:27][CH2:28][CH2:29][CH2:30][CH2:31][CH2:32][C:33]([O:35][CH3:36])=[O:34])[C@@H:25]([CH:37]=O)[C@H:24]([O:39][CH:40]2[CH2:45][CH2:44][CH2:43][CH2:42][O:41]2)[CH2:23]1)(=[O:20])[CH3:19]. The catalyst is COC(C)(C)C.O. The product is [C:18]([O:21][C@@H:22]1[C@H:26]([CH2:27][CH2:28][CH2:29][CH2:30][CH2:31][CH2:32][C:33]([O:35][CH3:36])=[O:34])[C@@H:25](/[CH:37]=[CH:3]/[C:2](=[O:1])[CH2:10][CH2:11][CH2:12][CH2:13][CH3:14])[C@H:24]([O:39][CH:40]2[CH2:45][CH2:44][CH2:43][CH2:42][O:41]2)[CH2:23]1)(=[O:20])[CH3:19]. The yield is 0.964. (6) The reactants are [C:1](=[O:16])([O:4][C:5]1[CH:10]=[CH:9][C:8]([Br:11])=[CH:7][C:6]=1[C:12]([CH3:15])([CH3:14])[CH3:13])[O:2][CH3:3].[N+:17]([O-])([O-:19])=[O:18].[K+]. The catalyst is OS(O)(=O)=O. The product is [C:1](=[O:16])([O:4][C:5]1[CH:10]=[C:9]([N+:17]([O-:19])=[O:18])[C:8]([Br:11])=[CH:7][C:6]=1[C:12]([CH3:13])([CH3:15])[CH3:14])[O:2][CH3:3]. The yield is 0.600. (7) The reactants are CN(C)C(OC(C)(C)C)N(C)C.[C:13]([O:17][CH2:18][CH3:19])(=[O:16])[CH2:14][CH3:15].[CH3:20][N:21]([CH:23]=O)[CH3:22]. No catalyst specified. The product is [CH3:22][N:21]([CH3:20])/[CH:23]=[C:14](\[CH3:15])/[C:13]([O:17][CH2:18][CH3:19])=[O:16]. The yield is 0.300. (8) The reactants are [CH3:1][S:2][C:3]1[CH:8]=[CH:7][C:6]([CH2:9][C:10]([OH:12])=[O:11])=[CH:5][CH:4]=1.[C:13]([O-])(O)=O.[Na+].IC. The catalyst is CN(C=O)C. The product is [CH3:13][O:11][C:10](=[O:12])[CH2:9][C:6]1[CH:5]=[CH:4][C:3]([S:2][CH3:1])=[CH:8][CH:7]=1. The yield is 0.970. (9) The reactants are Cl[C:2]1[C:7]([C:8]([F:11])([F:10])[F:9])=[CH:6][C:5]([N+:12]([O-:14])=[O:13])=[CH:4][N:3]=1.[CH2:15]([OH:17])[CH3:16].[H-].[Na+].O. The catalyst is C1COCC1. The product is [CH2:15]([O:17][C:2]1[C:7]([C:8]([F:11])([F:10])[F:9])=[CH:6][C:5]([N+:12]([O-:14])=[O:13])=[CH:4][N:3]=1)[CH3:16]. The yield is 0.207.